Dataset: Ames mutagenicity test results for genotoxicity prediction. Task: Regression/Classification. Given a drug SMILES string, predict its toxicity properties. Task type varies by dataset: regression for continuous values (e.g., LD50, hERG inhibition percentage) or binary classification for toxic/non-toxic outcomes (e.g., AMES mutagenicity, cardiotoxicity, hepatotoxicity). Dataset: ames. (1) The compound is NNC(=O)CNc1ccc2ccccc2c1. The result is 0 (non-mutagenic). (2) The compound is Oc1c2nc3ccccc3c-2nnn1/N=C/c1ccc(Cl)cc1. The result is 1 (mutagenic).